Dataset: Reaction yield outcomes from USPTO patents with 853,638 reactions. Task: Predict the reaction yield, written as a fraction of the theoretical maximum amount of product (1.0 means a 100% yield; for example, 0.34 means a 34% yield). (1) The reactants are [CH:1]12[CH:7]([CH2:8][CH:9]([N:13]3[CH2:17][C:16]([O:18][C:19]4[CH:24]=[CH:23][CH:22]=[CH:21][C:20]=4[Cl:25])=[CH:15][C:14]3=[O:26])[C:10](O)=[O:11])[CH:4]([CH2:5][CH2:6]1)[CH2:3][CH2:2]2.[CH3:27]N(C)CCCN=C=NCC.ON1C2C=CC=CC=2N=N1.Cl.[OH:49][C@@H:50]([CH2:80]O)[CH2:51][N:52]1[CH:56]=[CH:55][C:54]([NH:57]C(=O)[C@@H](N2CC(OC3C=CC=C(Cl)C=3Cl)=CC2=O)CC(C)C)=[N:53]1. The catalyst is ClCCl. The product is [CH:1]12[CH:7]([CH2:8][CH:9]([N:13]3[CH2:17][C:16]([O:18][C:19]4[CH:24]=[CH:23][CH:22]=[CH:21][C:20]=4[Cl:25])=[CH:15][C:14]3=[O:26])[C:10]([NH:57][C:54]3[CH:55]=[CH:56][N:52]([CH2:51][C:50]([OH:49])([CH3:80])[CH3:27])[N:53]=3)=[O:11])[CH:4]([CH2:5][CH2:6]1)[CH2:3][CH2:2]2. The yield is 0.610. (2) The reactants are FC(F)(F)S(O[C:7]1[CH2:11][C@@H:10]([CH2:12][O:13][Si:14]([C:17]([CH3:20])([CH3:19])[CH3:18])([CH3:16])[CH3:15])[N:9]([C:21](=[O:44])[C:22]2[CH:27]=[C:26]([O:28][CH3:29])[C:25]([O:30][Si:31]([CH:38]([CH3:40])[CH3:39])([CH:35]([CH3:37])[CH3:36])[CH:32]([CH3:34])[CH3:33])=[CH:24][C:23]=2[N+:41]([O-:43])=[O:42])[CH:8]=1)(=O)=O.[CH:47](/B(O)O)=[CH:48]\[CH3:49].P([O-])([O-])([O-])=O.[K+].[K+].[K+].C(OCC)(=O)C. The catalyst is O1CCOCC1.C1C=CC([P]([Pd]([P](C2C=CC=CC=2)(C2C=CC=CC=2)C2C=CC=CC=2)([P](C2C=CC=CC=2)(C2C=CC=CC=2)C2C=CC=CC=2)[P](C2C=CC=CC=2)(C2C=CC=CC=2)C2C=CC=CC=2)(C2C=CC=CC=2)C2C=CC=CC=2)=CC=1.O. The product is [Si:14]([O:13][CH2:12][C@@H:10]1[CH2:11][C:7](/[CH:47]=[CH:48]/[CH3:49])=[CH:8][N:9]1[C:21]([C:22]1[CH:27]=[C:26]([O:28][CH3:29])[C:25]([O:30][Si:31]([CH:32]([CH3:34])[CH3:33])([CH:38]([CH3:39])[CH3:40])[CH:35]([CH3:36])[CH3:37])=[CH:24][C:23]=1[N+:41]([O-:43])=[O:42])=[O:44])([C:17]([CH3:18])([CH3:19])[CH3:20])([CH3:16])[CH3:15]. The yield is 0.700. (3) The reactants are [CH:1]1([C:5]2[CH:9]=[C:8]([NH2:10])[N:7]([C:11]3[CH:16]=[CH:15][CH:14]=[CH:13][CH:12]=3)[N:6]=2)[CH2:4][CH2:3][CH2:2]1.C(=O)([O-])[O-].[K+].[K+].Cl[C:24]([O:26][C:27]1[CH:32]=[CH:31][CH:30]=[CH:29][CH:28]=1)=[O:25]. The catalyst is C1COCC1. The product is [CH:1]1([C:5]2[CH:9]=[C:8]([NH:10][C:24](=[O:25])[O:26][C:27]3[CH:32]=[CH:31][CH:30]=[CH:29][CH:28]=3)[N:7]([C:11]3[CH:16]=[CH:15][CH:14]=[CH:13][CH:12]=3)[N:6]=2)[CH2:2][CH2:3][CH2:4]1. The yield is 0.830. (4) The yield is 0.600. The reactants are C(Cl)(=O)[C:2](Cl)=[O:3].CS(C)=[O:9].O[C@@H]1CCN(CCCO[C:21]2[CH:22]=[C:23]([C:29]3[CH:34]=[CH:33][CH:32]=[CH:31][CH:30]=3)[CH:24]=[CH:25][C:26]=2[C:27]#[N:28])C1.[CH2:35]([N:37]([CH2:40][CH3:41])[CH2:38][CH3:39])[CH3:36]. The catalyst is C(Cl)Cl. The product is [O:9]=[C:36]1[CH2:39][CH2:38][N:37]([CH2:40][CH2:41][CH2:2][O:3][C:32]2[CH:31]=[CH:30][C:29]([C:23]3[CH:22]=[CH:21][C:26]([C:27]#[N:28])=[CH:25][CH:24]=3)=[CH:34][CH:33]=2)[CH2:35]1. (5) The reactants are [F:1][C:2]1[CH:3]=[CH:4][C:5]([O:22][CH3:23])=[C:6]([C:8]2[N:12]([CH2:13][CH2:14][O:15][CH2:16][Si:17]([CH3:20])([CH3:19])[CH3:18])[N:11]=[CH:10][C:9]=2[NH2:21])[CH:7]=1.[N:24]1[N:28]2[CH:29]=[CH:30][CH:31]=[N:32][C:27]2=[C:26]([C:33](Cl)=[O:34])[CH:25]=1. The catalyst is O1CCCC1. The product is [F:1][C:2]1[CH:3]=[CH:4][C:5]([O:22][CH3:23])=[C:6]([C:8]2[N:12]([CH2:13][CH2:14][O:15][CH2:16][Si:17]([CH3:19])([CH3:18])[CH3:20])[N:11]=[CH:10][C:9]=2[NH:21][C:33]([C:26]2[CH:25]=[N:24][N:28]3[CH:29]=[CH:30][CH:31]=[N:32][C:27]=23)=[O:34])[CH:7]=1. The yield is 0.400.